Task: Predict which catalyst facilitates the given reaction.. Dataset: Catalyst prediction with 721,799 reactions and 888 catalyst types from USPTO Reactant: [CH:1]1([N:4]2[CH2:13][C:12]3[C:7](=[CH:8][CH:9]=[CH:10][CH:11]=3)[N:6]([CH2:14][C:15]3[N:19]([CH2:20][CH2:21][CH2:22][C:23]([F:26])([F:25])[F:24])[C:18]4[CH:27]=[CH:28][C:29]([CH2:31][NH:32]C(=O)OC(C)(C)C)=[CH:30][C:17]=4[N:16]=3)[C:5]2=[O:40])[CH2:3][CH2:2]1.CCO.CS(O)(=O)=O.C. Product: [NH2:32][CH2:31][C:29]1[CH:28]=[CH:27][C:18]2[N:19]([CH2:20][CH2:21][CH2:22][C:23]([F:24])([F:26])[F:25])[C:15]([CH2:14][N:6]3[C:7]4[C:12](=[CH:11][CH:10]=[CH:9][CH:8]=4)[CH2:13][N:4]([CH:1]4[CH2:2][CH2:3]4)[C:5]3=[O:40])=[N:16][C:17]=2[CH:30]=1. The catalyst class is: 6.